Regression/Classification. Given a drug SMILES string, predict its absorption, distribution, metabolism, or excretion properties. Task type varies by dataset: regression for continuous measurements (e.g., permeability, clearance, half-life) or binary classification for categorical outcomes (e.g., BBB penetration, CYP inhibition). Dataset: hlm. From a dataset of Human liver microsome stability data. (1) The molecule is C[C@H](Cc1cccc(CC(=O)NCc2ccc(Cl)c(Cl)c2)c1)NC[C@H](O)c1ccc(O)c(CO)c1. The result is 1 (stable in human liver microsomes). (2) The drug is CC(C)CNc1cc(N(C)CCNc2ccnc(N)n2)nc(N)n1. The result is 0 (unstable in human liver microsomes). (3) The compound is CS(=O)(=O)c1cccc(Oc2cccc(-n3c(C(F)(F)F)nc4c(C(F)(F)F)cccc43)c2)c1. The result is 1 (stable in human liver microsomes). (4) The molecule is Clc1ccc2c(NCCCNCc3ccccc3)ccnc2c1. The result is 0 (unstable in human liver microsomes). (5) The molecule is O=C(NC1CC1)c1ccc2c(c1)CC(c1nc(O)c3cc(-c4cn[nH]c4)ccc3n1)CO2. The result is 0 (unstable in human liver microsomes). (6) The drug is Oc1c2ccc(Oc3ccc(OC(F)(F)F)cc3)cc2nc2ccc(Cl)c(Cl)c12. The result is 0 (unstable in human liver microsomes). (7) The compound is CCCCCCSc1nc2cc(OC)ccc2[nH]1. The result is 1 (stable in human liver microsomes). (8) The drug is C=Cc1cc(C(NC(=O)NC(C)(C)C)C(=O)Nc2cccc(C(=O)NS(=O)(=O)c3ccc(C(F)(F)F)cc3)c2)ccc1Oc1cc(OC)nc(-c2ccccc2)n1. The result is 0 (unstable in human liver microsomes). (9) The molecule is CCN1CCN(CCCn2cnc3c(N4CCN(CC)CC4)ncnc32)CC1. The result is 0 (unstable in human liver microsomes). (10) The molecule is COC(=O)C1COCCN1C(=O)C(F)(F)Sc1ccc(C(C)C)cc1. The result is 0 (unstable in human liver microsomes).